This data is from Peptide-MHC class I binding affinity with 185,985 pairs from IEDB/IMGT. The task is: Regression. Given a peptide amino acid sequence and an MHC pseudo amino acid sequence, predict their binding affinity value. This is MHC class I binding data. The MHC is HLA-B58:01 with pseudo-sequence HLA-B58:01. The binding affinity (normalized) is 0.0847. The peptide sequence is FIVEHINAM.